This data is from Retrosynthesis with 50K atom-mapped reactions and 10 reaction types from USPTO. The task is: Predict the reactants needed to synthesize the given product. (1) Given the product CCc1oc2ccccc2c1C(=O)c1cc(Br)c(OC)c(Br)c1, predict the reactants needed to synthesize it. The reactants are: CCc1oc2ccccc2c1C(=O)c1cc(Br)c(O)c(Br)c1.CI. (2) Given the product CC(C)(C)OC(=O)N1CCN(c2ccc(C=O)c(F)c2)CC1, predict the reactants needed to synthesize it. The reactants are: CC(C)(C)OC(=O)N1CCNCC1.O=Cc1ccc(F)cc1F. (3) The reactants are: C[C@H](N)C1CCCCC1.Cc1c(-c2ccccc2)nc2cc3c(cc2c1C(=O)O)OCCO3. Given the product Cc1c(-c2ccccc2)nc2cc3c(cc2c1C(=O)N[C@@H](C)C1CCCCC1)OCCO3, predict the reactants needed to synthesize it. (4) Given the product Nc1ccc(Nc2nccc3nn(-c4c(Cl)cccc4Cl)cc23)nn1, predict the reactants needed to synthesize it. The reactants are: Nc1ccc(Cl)nn1.Nc1nccc2nn(-c3c(Cl)cccc3Cl)cc12. (5) Given the product COC(=O)CCC(c1cccc(Cl)c1)C1(Br)C(=O)Nc2cc(Cl)ccc21, predict the reactants needed to synthesize it. The reactants are: CO.O=C(O)CCC(c1cccc(Cl)c1)C1(Br)C(=O)Nc2cc(Cl)ccc21. (6) Given the product O=C(NC1CCCCNC1=O)c1ccc(Cl)cc1, predict the reactants needed to synthesize it. The reactants are: NC1CCCCNC1=O.O=C(Cl)c1ccc(Cl)cc1.